Dataset: Full USPTO retrosynthesis dataset with 1.9M reactions from patents (1976-2016). Task: Predict the reactants needed to synthesize the given product. (1) Given the product [C:2]([N+:6]([O-:7])=[CH:8][C:10]1[CH:19]=[C:18]([O:20][CH3:21])[CH:17]=[C:16]([O:22][CH3:23])[C:11]=1[C:12]([O:14][CH3:15])=[O:13])([CH3:5])([CH3:4])[CH3:3], predict the reactants needed to synthesize it. The reactants are: Cl.[C:2]([NH:6][OH:7])([CH3:5])([CH3:4])[CH3:3].[CH:8]([C:10]1[CH:19]=[C:18]([O:20][CH3:21])[CH:17]=[C:16]([O:22][CH3:23])[C:11]=1[C:12]([O:14][CH3:15])=[O:13])=O. (2) Given the product [Si:25]([O:26][CH2:27][CH2:28][C:29]1[CH:2]=[C:1]([C:3]2[C:4]([NH:17][CH2:18][CH2:19][CH3:20])=[N:5][C:6]([NH:9][C:10]3[CH:15]=[CH:14][CH:13]=[C:12]([F:16])[CH:11]=3)=[N:7][CH:8]=2)[O:31][N:30]=1)([C:21]([CH3:24])([CH3:23])[CH3:22])([CH3:34])[CH3:33], predict the reactants needed to synthesize it. The reactants are: [C:1]([C:3]1[C:4]([NH:17][CH2:18][CH2:19][CH3:20])=[N:5][C:6]([NH:9][C:10]2[CH:15]=[CH:14][CH:13]=[C:12]([F:16])[CH:11]=2)=[N:7][CH:8]=1)#[CH:2].[C:21]([Si:25]([CH3:34])([CH3:33])[O:26][CH2:27][CH2:28][CH2:29][N+:30]([O-])=[O:31])([CH3:24])([CH3:23])[CH3:22].C1(N=C=O)C=CC=CC=1.C(N(CC)CC)C. (3) Given the product [Si:1]([O:18][CH2:19][C:20]1[CH:25]=[C:24]([C:26]([F:29])([F:28])[F:27])[N:23]=[C:22]([O:30][CH:31]2[CH2:32][CH2:33][NH:34][CH2:35][CH2:36]2)[CH:21]=1)([C:14]([CH3:16])([CH3:15])[CH3:17])([C:2]1[CH:7]=[CH:6][CH:5]=[CH:4][CH:3]=1)[C:8]1[CH:13]=[CH:12][CH:11]=[CH:10][CH:9]=1, predict the reactants needed to synthesize it. The reactants are: [Si:1]([O:18][CH2:19][C:20]1[CH:25]=[C:24]([C:26]([F:29])([F:28])[F:27])[N:23]=[C:22]([O:30][CH:31]2[CH2:36][CH2:35][N:34](C(OC(C)(C)C)=O)[CH2:33][CH2:32]2)[CH:21]=1)([C:14]([CH3:17])([CH3:16])[CH3:15])([C:8]1[CH:13]=[CH:12][CH:11]=[CH:10][CH:9]=1)[C:2]1[CH:7]=[CH:6][CH:5]=[CH:4][CH:3]=1.Cl. (4) Given the product [CH:5]1[C:6]2[NH:14][C:15]3[C:8](=[CH:9][CH:18]=[CH:17][CH:16]=3)[O:7][C:1]=2[CH:2]=[CH:3][CH:4]=1, predict the reactants needed to synthesize it. The reactants are: [C:1]1([O:7][CH3:8])[CH:6]=[CH:5][CH:4]=[CH:3][CH:2]=1.[C:9](O)(=O)C.Br[N:14]1[C:18](=O)[CH2:17][CH2:16][C:15]1=O. (5) The reactants are: [F:1][C:2]([F:17])([F:16])[C:3]1[C:4]2[CH:15]=[CH:14][CH:13]=[CH:12][C:5]=2[S:6][C:7]=1[C:8]([O:10]C)=[O:9].O.[OH-].[Li+].O. Given the product [F:16][C:2]([F:1])([F:17])[C:3]1[C:4]2[CH:15]=[CH:14][CH:13]=[CH:12][C:5]=2[S:6][C:7]=1[C:8]([OH:10])=[O:9], predict the reactants needed to synthesize it.